Dataset: Merck oncology drug combination screen with 23,052 pairs across 39 cell lines. Task: Regression. Given two drug SMILES strings and cell line genomic features, predict the synergy score measuring deviation from expected non-interaction effect. (1) Drug 1: CN1C(=O)C=CC2(C)C3CCC4(C)C(NC(=O)OCC(F)(F)F)CCC4C3CCC12. Drug 2: Cc1nc(Nc2ncc(C(=O)Nc3c(C)cccc3Cl)s2)cc(N2CCN(CCO)CC2)n1. Cell line: A2058. Synergy scores: synergy=26.3. (2) Drug 1: N.N.O=C(O)C1(C(=O)O)CCC1.[Pt]. Drug 2: CC1(c2nc3c(C(N)=O)cccc3[nH]2)CCCN1. Cell line: A2058. Synergy scores: synergy=2.72. (3) Drug 1: O=C(O)C1(Cc2cccc(Nc3nccs3)n2)CCC(Oc2cccc(Cl)c2F)CC1. Drug 2: Cc1nc(Nc2ncc(C(=O)Nc3c(C)cccc3Cl)s2)cc(N2CCN(CCO)CC2)n1. Cell line: NCIH2122. Synergy scores: synergy=-63.8.